Dataset: Catalyst prediction with 721,799 reactions and 888 catalyst types from USPTO. Task: Predict which catalyst facilitates the given reaction. (1) Reactant: [N:1]12[CH2:9][CH2:8][CH:5]([CH2:6][CH2:7]1)[NH:4][C:3](=O)[CH2:2]2.O. Product: [N:1]12[CH2:9][CH2:8][CH:5]([CH2:6][CH2:7]1)[NH:4][CH2:3][CH2:2]2. The catalyst class is: 12. (2) Reactant: [C:1]([Si:5]([CH3:35])([CH3:34])[O:6][CH:7]([C:30]([CH3:33])([CH3:32])[CH3:31])[CH2:8][CH2:9][C:10]1[CH:15]=[CH:14][C:13]([C:16]([C:21]2[CH:26]=[CH:25][C:24]([OH:27])=[C:23]([CH3:28])[CH:22]=2)([CH2:19][CH3:20])[CH2:17][CH3:18])=[CH:12][C:11]=1[CH3:29])([CH3:4])([CH3:3])[CH3:2].N1C=CC=CC=1.[O:42](S(C(F)(F)F)(=O)=O)[S:43]([C:46]([F:49])([F:48])[F:47])(=O)=[O:44].C(OCC)(=O)C. Product: [C:1]([Si:5]([CH3:35])([CH3:34])[O:6][CH:7]([C:30]([CH3:33])([CH3:32])[CH3:31])[CH2:8][CH2:9][C:10]1[CH:15]=[CH:14][C:13]([C:16]([C:21]2[CH:26]=[CH:25][C:24]([O:27][S:43]([C:46]([F:49])([F:48])[F:47])(=[O:44])=[O:42])=[C:23]([CH3:28])[CH:22]=2)([CH2:17][CH3:18])[CH2:19][CH3:20])=[CH:12][C:11]=1[CH3:29])([CH3:3])([CH3:2])[CH3:4]. The catalyst class is: 4. (3) Reactant: [C:1]([O:5][C:6]([NH:8][CH:9]1[CH:14]([OH:15])[CH2:13][CH2:12][N:11](C(OCC2C=CC=CC=2)=O)[CH2:10]1)=[O:7])([CH3:4])([CH3:3])[CH3:2]. Product: [C:1]([O:5][C:6](=[O:7])[NH:8][C@H:9]1[C@@H:14]([OH:15])[CH2:13][CH2:12][NH:11][CH2:10]1)([CH3:4])([CH3:2])[CH3:3]. The catalyst class is: 19. (4) The catalyst class is: 2. Product: [C:1]([C:5]1[CH:6]=[CH:7][C:8]([C:9]([NH:11][C:12]2[CH:17]=[CH:16][CH:15]=[C:14]([C:18]3[C:19]4[CH:26]=[C:25]([C:27]5[CH2:28][CH2:29][N:30]([S:37]([CH3:36])(=[O:39])=[O:38])[CH2:31][CH:32]=5)[NH:24][C:20]=4[N:21]=[CH:22][N:23]=3)[C:13]=2[CH3:33])=[O:10])=[CH:34][CH:35]=1)([CH3:4])([CH3:2])[CH3:3]. Reactant: [C:1]([C:5]1[CH:35]=[CH:34][C:8]([C:9]([NH:11][C:12]2[CH:17]=[CH:16][CH:15]=[C:14]([C:18]3[C:19]4[CH:26]=[C:25]([C:27]5[CH2:28][CH2:29][NH:30][CH2:31][CH:32]=5)[NH:24][C:20]=4[N:21]=[CH:22][N:23]=3)[C:13]=2[CH3:33])=[O:10])=[CH:7][CH:6]=1)([CH3:4])([CH3:3])[CH3:2].[CH3:36][S:37](Cl)(=[O:39])=[O:38]. (5) Reactant: C[CH2:2][N:3](C(C)C)C(C)C.[C:10]([C:14]1[N:18]([CH2:19][CH:20]2[CH2:25][CH2:24][O:23][CH2:22][CH2:21]2)[C:17]2[CH:26]=[CH:27][C:28]([S:30]([N:33]3[CH:37]=[CH:36][C:35]([C:38]([OH:40])=O)=[CH:34]3)(=[O:32])=[O:31])=[CH:29][C:16]=2[N:15]=1)([CH3:13])([CH3:12])[CH3:11].Cl.CN.CN(C(ON1N=NC2C=CC=NC1=2)=[N+](C)C)C.F[P-](F)(F)(F)(F)F. Product: [C:10]([C:14]1[N:18]([CH2:19][CH:20]2[CH2:25][CH2:24][O:23][CH2:22][CH2:21]2)[C:17]2[CH:26]=[CH:27][C:28]([S:30]([N:33]3[CH:37]=[CH:36][C:35]([C:38]([NH:3][CH3:2])=[O:40])=[CH:34]3)(=[O:32])=[O:31])=[CH:29][C:16]=2[N:15]=1)([CH3:13])([CH3:12])[CH3:11]. The catalyst class is: 3. (6) The catalyst class is: 153. Product: [Si:28]([O:27][C@@H:26]1[C@H:35]([O:36][Si:37]([C:40]([CH3:41])([CH3:42])[CH3:43])([CH3:39])[CH3:38])[C@@H:44]([CH2:45][O:46][Si:47]([C:50]([CH3:51])([CH3:52])[CH3:53])([CH3:48])[CH3:49])[O:54][C@H:25]1[N:24]1[C:55]2[N:56]=[CH:57][N:58]=[C:59]([NH2:62])[C:60]=2[N:61]=[C:23]1[NH:22][CH2:21][C:18]1[CH:17]=[CH:16][C:15]([C:11]2[CH:12]=[CH:13][CH:14]=[C:9]([OH:8])[CH:10]=2)=[CH:20][CH:19]=1)([C:31]([CH3:33])([CH3:34])[CH3:32])([CH3:29])[CH3:30]. Reactant: C([O:8][C:9]1[CH:10]=[C:11]([C:15]2[CH:20]=[CH:19][C:18]([CH2:21][NH:22][C:23]3[N:24]([C:55]4[N:56]=[CH:57][N:58]=[C:59]([NH2:62])[C:60]=4[N:61]=3)[C@@H:25]3[O:54][C@H:44]([CH2:45][O:46][Si:47]([C:50]([CH3:53])([CH3:52])[CH3:51])([CH3:49])[CH3:48])[C@@H:35]([O:36][Si:37]([C:40]([CH3:43])([CH3:42])[CH3:41])([CH3:39])[CH3:38])[C@H:26]3[O:27][Si:28]([C:31]([CH3:34])([CH3:33])[CH3:32])([CH3:30])[CH3:29])=[CH:17][CH:16]=2)[CH:12]=[CH:13][CH:14]=1)C1C=CC=CC=1.